Dataset: Full USPTO retrosynthesis dataset with 1.9M reactions from patents (1976-2016). Task: Predict the reactants needed to synthesize the given product. Given the product [Cl:1][C:2]1[C:3]([C:13]2[CH:18]=[C:17]([Cl:19])[CH:16]=[CH:15][C:14]=2[O:20][CH:21]([F:22])[F:23])=[CH:4][C:5](=[O:12])[N:6]([CH2:8][C:9]([NH:24][C:25]2[CH:26]=[CH:27][C:28]3[N:29]([CH:31]=[C:32]([C:34]([O:36][CH2:37][CH3:38])=[O:35])[N:33]=3)[CH:30]=2)=[O:10])[CH:7]=1, predict the reactants needed to synthesize it. The reactants are: [Cl:1][C:2]1[C:3]([C:13]2[CH:18]=[C:17]([Cl:19])[CH:16]=[CH:15][C:14]=2[O:20][CH:21]([F:23])[F:22])=[CH:4][C:5](=[O:12])[N:6]([CH2:8][C:9](O)=[O:10])[CH:7]=1.[NH2:24][C:25]1[CH:26]=[CH:27][C:28]2[N:29]([CH:31]=[C:32]([C:34]([O:36][CH2:37][CH3:38])=[O:35])[N:33]=2)[CH:30]=1.